From a dataset of Full USPTO retrosynthesis dataset with 1.9M reactions from patents (1976-2016). Predict the reactants needed to synthesize the given product. The reactants are: [Si:1]([O:8][C@H:9]1[CH2:13][N:12]([C:14](=[O:42])[C:15]2[CH:20]=[CH:19][CH:18]=[C:17](/[C:21](/[C:28]3[CH:33]=[CH:32][CH:31]=[C:30]([F:34])[C:29]=3[C:35]3[CH:40]=[CH:39][CH:38]=[C:37]([CH3:41])[CH:36]=3)=[CH:22]/[CH2:23][CH2:24][CH2:25][O:26][CH3:27])[CH:16]=2)[CH2:11][C@H:10]1[NH:43][C:44](=[O:50])[O:45][C:46]([CH3:49])([CH3:48])[CH3:47])([C:4]([CH3:7])([CH3:6])[CH3:5])([CH3:3])[CH3:2]. Given the product [Si:1]([O:8][C@H:9]1[CH2:13][N:12]([C:14](=[O:42])[C:15]2[CH:20]=[CH:19][CH:18]=[C:17]([CH:21]([C:28]3[CH:33]=[CH:32][CH:31]=[C:30]([F:34])[C:29]=3[C:35]3[CH:40]=[CH:39][CH:38]=[C:37]([CH3:41])[CH:36]=3)[CH2:22][CH2:23][CH2:24][CH2:25][O:26][CH3:27])[CH:16]=2)[CH2:11][C@H:10]1[NH:43][C:44](=[O:50])[O:45][C:46]([CH3:49])([CH3:48])[CH3:47])([C:4]([CH3:7])([CH3:6])[CH3:5])([CH3:3])[CH3:2], predict the reactants needed to synthesize it.